From a dataset of Full USPTO retrosynthesis dataset with 1.9M reactions from patents (1976-2016). Predict the reactants needed to synthesize the given product. (1) The reactants are: [CH3:1][NH:2][C:3]([C:5]1[C:6]2[CH2:7][CH2:8][C:9]3([NH:18][C:19]=2[C:20]2[N:25]=[C:24]([CH3:26])[N:23]([CH3:27])[C:21]=2[CH:22]=1)[CH2:17][C:16]1[C:11](=[CH:12][CH:13]=[CH:14][CH:15]=1)[CH2:10]3)=[O:4].[ClH:28]. Given the product [ClH:28].[CH3:1][NH:2][C:3]([C:5]1[C:6]2[CH2:7][CH2:8][C:9]3([NH:18][C:19]=2[C:20]2[N:25]=[C:24]([CH3:26])[N:23]([CH3:27])[C:21]=2[CH:22]=1)[CH2:17][C:16]1[C:11](=[CH:12][CH:13]=[CH:14][CH:15]=1)[CH2:10]3)=[O:4], predict the reactants needed to synthesize it. (2) Given the product [CH2:1]([O:3][C:4](=[O:40])[CH2:5][C:6]1[CH:7]=[C:8]([C:14]2[CH:19]=[CH:18][C:17]([C:42]3[N:47]=[CH:46][C:45]([F:48])=[CH:44][N:43]=3)=[CH:16][C:15]=2[CH2:29][N:30]([C:33]([O:35][C:36]([CH3:38])([CH3:37])[CH3:39])=[O:34])[CH2:31][CH3:32])[C:9]([O:12][CH3:13])=[CH:10][CH:11]=1)[CH3:2], predict the reactants needed to synthesize it. The reactants are: [CH2:1]([O:3][C:4](=[O:40])[CH2:5][C:6]1[CH:7]=[C:8]([C:14]2[CH:19]=[CH:18][C:17](B3OC(C)(C)C(C)(C)O3)=[CH:16][C:15]=2[CH2:29][N:30]([C:33]([O:35][C:36]([CH3:39])([CH3:38])[CH3:37])=[O:34])[CH2:31][CH3:32])[C:9]([O:12][CH3:13])=[CH:10][CH:11]=1)[CH3:2].Cl[C:42]1[N:47]=[CH:46][C:45]([F:48])=[CH:44][N:43]=1. (3) Given the product [OH:22][CH:8]([C:5]1[CH:6]=[CH:7][C:2]([OH:1])=[CH:3][CH:4]=1)[CH2:9][CH2:10][C:11]1[NH:12][N:13]=[C:14]([C:16]2[CH:17]=[CH:18][N:19]=[CH:20][CH:21]=2)[N:15]=1, predict the reactants needed to synthesize it. The reactants are: [OH:1][C:2]1[CH:7]=[CH:6][C:5]([C:8](=[O:22])[CH2:9][CH2:10][C:11]2[NH:12][N:13]=[C:14]([C:16]3[CH:21]=[CH:20][N:19]=[CH:18][CH:17]=3)[N:15]=2)=[CH:4][CH:3]=1.CO.[BH4-].[Na+].C([O-])(O)=O.[Na+]. (4) Given the product [CH2:12]([C:9]1[N:10]([CH3:11])[C:6]([C:4](=[O:5])[C:3]2[CH:19]=[C:20]([Br:24])[CH:21]=[C:22]([Br:23])[C:2]=2[Br:1])=[C:7]([CH3:18])[CH:8]=1)[CH3:13].[CH2:9]([CH2:12][C:13]([O-:15])=[O:14])[CH2:8][CH3:7], predict the reactants needed to synthesize it. The reactants are: [Br:1][C:2]1[C:22]([Br:23])=[CH:21][C:20]([Br:24])=[CH:19][C:3]=1[C:4]([C:6]1[N:10]([CH3:11])[C:9]([CH2:12][C:13]([O:15]CC)=[O:14])=[CH:8][C:7]=1[CH3:18])=[O:5].C(I)CC. (5) Given the product [C:16]([C:4]1[CH:5]=[CH:6][C:7]([O:8][CH2:9][C:10]2[CH:15]=[N:14][CH:13]=[CH:12][N:11]=2)=[C:2]([C:27]2[CH:44]=[CH:43][C:30]3[CH2:31][CH2:32][N:33]([C:36]([O:38][C:39]([CH3:40])([CH3:41])[CH3:42])=[O:37])[CH2:34][CH2:35][C:29]=3[CH:28]=2)[CH:3]=1)(=[O:18])[CH3:17], predict the reactants needed to synthesize it. The reactants are: Br[C:2]1[CH:3]=[C:4]([C:16](=[O:18])[CH3:17])[CH:5]=[CH:6][C:7]=1[O:8][CH2:9][C:10]1[CH:15]=[N:14][CH:13]=[CH:12][N:11]=1.CC1(C)C(C)(C)OB([C:27]2[CH:44]=[CH:43][C:30]3[CH2:31][CH2:32][N:33]([C:36]([O:38][C:39]([CH3:42])([CH3:41])[CH3:40])=[O:37])[CH2:34][CH2:35][C:29]=3[CH:28]=2)O1.C(=O)([O-])[O-].[Na+].[Na+]. (6) The reactants are: [CH3:1][C:2]([CH2:7][CH2:8][CH:9]=[C:10]([CH3:17])[CH2:11][CH2:12][CH:13]=[C:14]([CH3:16])[CH3:15])=[CH:3][C:4](Cl)=[O:5].[OH:18][CH2:19][CH:20]([CH2:22][OH:23])[OH:21].N1C=CC=CC=1. Given the product [CH3:1][C:2]([CH2:7][CH2:8][CH:9]=[C:10]([CH3:17])[CH2:11][CH2:12][CH:13]=[C:14]([CH3:16])[CH3:15])=[CH:3][C:4]([O:18][CH2:19][CH:20]([CH2:22][OH:23])[OH:21])=[O:5], predict the reactants needed to synthesize it.